From a dataset of Full USPTO retrosynthesis dataset with 1.9M reactions from patents (1976-2016). Predict the reactants needed to synthesize the given product. (1) Given the product [CH3:1][O:2][C:3]([C:5]1[N:6]=[C:7]([Br:23])[C:8]2[C:13]([C:14]=1[OH:15])=[C:12]([O:16][C:17]1[CH:22]=[CH:21][CH:20]=[CH:19][CH:18]=1)[CH:11]=[CH:10][CH:9]=2)=[O:4], predict the reactants needed to synthesize it. The reactants are: [CH3:1][O:2][C:3]([C:5]1[N:6]=[CH:7][C:8]2[C:13]([C:14]=1[OH:15])=[C:12]([O:16][C:17]1[CH:22]=[CH:21][CH:20]=[CH:19][CH:18]=1)[CH:11]=[CH:10][CH:9]=2)=[O:4].[Br:23]N1C(=O)CCC1=O.C(OOC(=O)C1C=CC=CC=1)(=O)C1C=CC=CC=1. (2) Given the product [CH2:7]([O:33][C:31](=[O:32])[C:30]([O:29][C:28]1[CH:37]=[CH:38][CH:39]=[C:26]([CH2:25][CH2:24][NH:23][C:15](=[O:22])[CH2:16][CH2:17][CH2:18][CH2:19][CH2:20][CH3:21])[CH:27]=1)([CH3:36])[CH2:34][CH3:35])[C:8]1[CH:13]=[CH:12][CH:11]=[CH:10][CH:9]=1, predict the reactants needed to synthesize it. The reactants are: C(=O)([O-])[O-].[Cs+].[Cs+].[CH2:7](Br)[C:8]1[CH:13]=[CH:12][CH:11]=[CH:10][CH:9]=1.[C:15]([NH:23][CH2:24][CH2:25][C:26]1[CH:27]=[C:28]([CH:37]=[CH:38][CH:39]=1)[O:29][C:30]([CH3:36])([CH2:34][CH3:35])[C:31]([OH:33])=[O:32])(=[O:22])[CH2:16][CH2:17][CH2:18][CH2:19][CH2:20][CH3:21].CN(C)C=O. (3) Given the product [CH3:1][O:2][C:3]([C:5]1[CH:6]=[CH:7][C:8]([C:11]2[O:12][C:13]([CH3:24])=[C:14]([CH2:16][CH2:17][C:18]([OH:20])=[O:19])[N:15]=2)=[CH:9][CH:10]=1)=[O:4], predict the reactants needed to synthesize it. The reactants are: [CH3:1][O:2][C:3]([C:5]1[CH:10]=[CH:9][C:8]([C:11]2[O:12][C:13]([CH3:24])=[C:14]([CH2:16][CH:17](C(O)=O)[C:18]([OH:20])=[O:19])[N:15]=2)=[CH:7][CH:6]=1)=[O:4]. (4) The reactants are: [F:1][C:2]1[CH:32]=[CH:31][C:5]([CH2:6][N:7]2[C:15]3[C:10](=[CH:11][CH:12]=[CH:13][CH:14]=3)[C:9]3[C:16]([C:24]4[CH:29]=[CH:28][C:27]([CH3:30])=[CH:26][CH:25]=4)=[C:17]([CH2:22]O)[N:18]([CH3:21])[C:19](=[O:20])[C:8]2=3)=[CH:4][CH:3]=1.S(Br)(Br)=O.[C-:37]#[N:38].[K+]. Given the product [F:1][C:2]1[CH:32]=[CH:31][C:5]([CH2:6][N:7]2[C:15]3[C:10](=[CH:11][CH:12]=[CH:13][CH:14]=3)[C:9]3[C:16]([C:24]4[CH:25]=[CH:26][C:27]([CH3:30])=[CH:28][CH:29]=4)=[C:17]([CH2:22][C:37]#[N:38])[N:18]([CH3:21])[C:19](=[O:20])[C:8]2=3)=[CH:4][CH:3]=1, predict the reactants needed to synthesize it. (5) Given the product [NH2:20][C:19]1[C:18]([N+:24]([O-:26])=[O:25])=[CH:17][C:16]([Cl:15])=[C:22]([N:8]2[CH2:12][CH2:11][CH:10]([C:13]#[N:14])[CH2:9]2)[CH:21]=1, predict the reactants needed to synthesize it. The reactants are: C(=O)([O-])[O-].[K+].[K+].Cl.[NH:8]1[CH2:12][CH2:11][CH:10]([C:13]#[N:14])[CH2:9]1.[Cl:15][C:16]1[C:22](Cl)=[CH:21][C:19]([NH2:20])=[C:18]([N+:24]([O-:26])=[O:25])[CH:17]=1. (6) Given the product [CH3:1][O:2][C:3]1[CH:4]=[CH:5][C:6]([C:9]2[CH:10]=[CH:11][C:12](=[O:21])[N:13]([CH2:15][C:16]([OH:18])=[O:17])[CH:14]=2)=[CH:7][CH:8]=1, predict the reactants needed to synthesize it. The reactants are: [CH3:1][O:2][C:3]1[CH:8]=[CH:7][C:6]([C:9]2[CH:10]=[CH:11][C:12](=[O:21])[N:13]([CH2:15][C:16]([O:18]CC)=[O:17])[CH:14]=2)=[CH:5][CH:4]=1.[OH-].[Li+].Cl. (7) Given the product [F:25][C:26]1[CH:27]=[C:28]([C:2]2[C:10]3[C:5](=[CH:6][CH:7]=[C:8]([NH:11][C:12](=[O:24])[CH:13]([N:19]4[CH2:23][CH2:22][CH2:21][CH2:20]4)[C:14]4[CH:18]=[CH:17][S:16][CH:15]=4)[CH:9]=3)[NH:4][N:3]=2)[CH:29]=[CH:30][C:31]=1[N:32]1[CH2:37][CH2:36][O:35][CH2:34][CH2:33]1, predict the reactants needed to synthesize it. The reactants are: I[C:2]1[C:10]2[C:5](=[CH:6][CH:7]=[C:8]([NH:11][C:12](=[O:24])[CH:13]([N:19]3[CH2:23][CH2:22][CH2:21][CH2:20]3)[C:14]3[CH:18]=[CH:17][S:16][CH:15]=3)[CH:9]=2)[NH:4][N:3]=1.[F:25][C:26]1[CH:27]=[C:28](B(O)O)[CH:29]=[CH:30][C:31]=1[N:32]1[CH2:37][CH2:36][O:35][CH2:34][CH2:33]1.C([O-])([O-])=O.[Na+].[Na+].